The task is: Predict the product of the given reaction.. This data is from Forward reaction prediction with 1.9M reactions from USPTO patents (1976-2016). (1) Given the reactants [CH3:1][CH:2]1[C:14](=[O:15])[C:5]2=[C:6]3[C:11](=[CH:12][CH:13]=[C:4]2[CH2:3]1)[CH:10]=[CH:9][CH:8]=[CH:7]3.[H-].[H-].[H-].[H-].[Li+].[Al+3].Cl, predict the reaction product. The product is: [CH3:1][CH:2]1[CH:14]([OH:15])[C:5]2=[C:6]3[C:11](=[CH:12][CH:13]=[C:4]2[CH2:3]1)[CH:10]=[CH:9][CH:8]=[CH:7]3. (2) Given the reactants [C:1]([O:4][C@@H:5]1[CH2:24][C@@:23]2([CH3:25])[C@@H:16]([CH2:17][CH2:18][C@:19]2([OH:26])[C:20](=[O:22])[CH3:21])[C@H:15]2[C@H:6]1[C@:7]1([CH3:28])[C:12]([CH2:13][CH2:14]2)=[CH:11][C:10](=[O:27])[CH2:9][CH2:8]1)(=[O:3])[CH3:2].N1C=CC=CC=1, predict the reaction product. The product is: [C:1]([O:4][C@@H:5]1[CH2:24][C@@:23]2([CH3:25])[C@@H:16]([CH2:17][CH2:18][C@:19]2([OH:26])[C:20](=[O:22])[CH3:21])[C@H:15]2[C@H:6]1[C@:7]1([CH3:28])[C@H:12]([CH2:13][CH2:14]2)[CH2:11][C:10](=[O:27])[CH2:9][CH2:8]1)(=[O:3])[CH3:2]. (3) Given the reactants C([O-])=O.[NH4+].[CH3:5][N:6]1[C:11]2=[C:12]3[N:16]([C:17]([C:18]4[CH:23]=[CH:22][CH:21]=[CH:20][CH:19]=4)=[C:10]2[C:9](=[O:30])[N:8]([CH3:31])[C:7]1=[O:32])[CH2:15][CH:14]=[C:13]3[C:24]1[O:25][C:26]([CH3:29])=[CH:27][CH:28]=1.C(=O)=O.C(O)C, predict the reaction product. The product is: [CH3:5][N:6]1[C:11]2=[C:12]3[N:16]([C:17]([C:18]4[CH:23]=[CH:22][CH:21]=[CH:20][CH:19]=4)=[C:10]2[C:9](=[O:30])[N:8]([CH3:31])[C:7]1=[O:32])[CH2:15][CH2:14][CH:13]3[C:24]1[O:25][C:26]([CH3:29])=[CH:27][CH:28]=1. (4) Given the reactants [CH2:1]([O:4][C:5]1([CH3:31])[CH2:10][CH2:9][N:8]([C:11]2[C:12]3[N:13]([N:24]=[C:25]([C:27]([O:29][CH3:30])=[O:28])[CH:26]=3)[CH:14]=[C:15]([CH3:23])[C:16]=2[C@H:17]([OH:22])[C:18]([O:20][CH3:21])=[O:19])[CH2:7][CH2:6]1)[CH:2]=[CH2:3].[N-](S(C(F)(F)F)(=O)=O)S(C(F)(F)F)(=O)=O.ClC(Cl)(Cl)C(=N)O[C:51]([CH3:54])([CH3:53])[CH3:52], predict the reaction product. The product is: [CH2:1]([O:4][C:5]1([CH3:31])[CH2:6][CH2:7][N:8]([C:11]2[C:12]3[N:13]([N:24]=[C:25]([C:27]([O:29][CH3:30])=[O:28])[CH:26]=3)[CH:14]=[C:15]([CH3:23])[C:16]=2[C@H:17]([O:22][C:51]([CH3:54])([CH3:53])[CH3:52])[C:18]([O:20][CH3:21])=[O:19])[CH2:9][CH2:10]1)[CH:2]=[CH2:3]. (5) Given the reactants [Br-:1].[Br-].[Br-].C([N+](CCCC)(CCCC)CCCC)CCC.C([N+](CCCC)(CCCC)CCCC)CCC.C([N+](CCCC)(CCCC)CCCC)CCC.[CH:55]([C:58]1[CH:64]=[CH:63][CH:62]=[CH:61][C:59]=1[NH2:60])([CH3:57])[CH3:56], predict the reaction product. The product is: [Br:1][C:63]1[CH:62]=[CH:61][C:59]([NH2:60])=[C:58]([CH:55]([CH3:57])[CH3:56])[CH:64]=1. (6) Given the reactants [CH3:1][N:2]([CH3:15])[C:3]([C:5]1[CH:6]=[C:7]2[C:11](=[CH:12][CH:13]=1)[NH:10][C:9](=[O:14])[CH2:8]2)=[O:4].[O:16]=[C:17]1[C:22]2=[CH:23][NH:24][C:25]([CH:26]=O)=[C:21]2[CH2:20][CH2:19][NH:18]1.N1CCCCC1, predict the reaction product. The product is: [CH3:1][N:2]([CH3:15])[C:3]([C:5]1[CH:6]=[C:7]2[C:11](=[CH:12][CH:13]=1)[NH:10][C:9](=[O:14])[C:8]2=[CH:26][C:25]1[NH:24][CH:23]=[C:22]2[C:21]=1[CH2:20][CH2:19][NH:18][C:17]2=[O:16])=[O:4]. (7) The product is: [CH3:25][O:24][C:6]1[CH:7]=[CH:8][C:9]2[C:10]3[C:11](=[N:12][NH:13][CH:14]=3)[C:2]([NH:26][C:27]3[CH:37]=[CH:36][C:30]4[O:31][CH2:32][C:33](=[O:35])[NH:34][C:29]=4[CH:28]=3)=[N:3][C:4]=2[CH:5]=1. Given the reactants Cl[C:2]1[C:11]2=[N:12][N:13](CC3C=CC(OC)=CC=3)[CH:14]=[C:10]2[C:9]2[CH:8]=[CH:7][C:6]([O:24][CH3:25])=[CH:5][C:4]=2[N:3]=1.[NH2:26][C:27]1[CH:37]=[CH:36][C:30]2[O:31][CH2:32][C:33](=[O:35])[NH:34][C:29]=2[CH:28]=1.Cl, predict the reaction product.